Dataset: Catalyst prediction with 721,799 reactions and 888 catalyst types from USPTO. Task: Predict which catalyst facilitates the given reaction. (1) Reactant: CCN(C(C)C)C(C)C.[CH3:10][O:11][C:12]1[CH:13]=[CH:14][CH:15]=[C:16]2[C:21]=1[O:20][C:19](=[O:22])[C:18]([C:23]([OH:25])=O)=[CH:17]2.CN(C(ON1N=NC2C=CC=NC1=2)=[N+](C)C)C.F[P-](F)(F)(F)(F)F.[O:50]1[C:55]2[CH:56]=[CH:57][C:58]([C:60]3[CH:61]=[C:62]([NH2:66])[CH:63]=[CH:64][CH:65]=3)=[CH:59][C:54]=2[O:53][CH2:52][CH2:51]1. Product: [O:50]1[C:55]2[CH:56]=[CH:57][C:58]([C:60]3[CH:61]=[C:62]([NH:66][C:23]([C:18]4[C:19](=[O:22])[O:20][C:21]5[C:16]([CH:17]=4)=[CH:15][CH:14]=[CH:13][C:12]=5[O:11][CH3:10])=[O:25])[CH:63]=[CH:64][CH:65]=3)=[CH:59][C:54]=2[O:53][CH2:52][CH2:51]1. The catalyst class is: 3. (2) Reactant: Br[C:2]1[CH:11]=[C:10]2[C:5]([CH:6]=[CH:7][N:8]=[C:9]2[CH2:12][CH2:13][CH2:14][CH3:15])=[CH:4][CH:3]=1.C([Li])(CC)C.[C:21](=[O:23])=[O:22]. Product: [CH2:12]([C:9]1[C:10]2[C:5](=[CH:4][CH:3]=[C:2]([C:21]([OH:23])=[O:22])[CH:11]=2)[CH:6]=[CH:7][N:8]=1)[CH2:13][CH2:14][CH3:15]. The catalyst class is: 27. (3) Reactant: Br[C:2]1[CH:29]=[CH:28][C:5]2[N:6]=[C:7]([C:9]3[CH:14]=[CH:13][C:12]([O:15][CH2:16][CH2:17][CH2:18][CH2:19][CH2:20][CH2:21][CH2:22][CH2:23][CH2:24][CH2:25][CH2:26][CH3:27])=[CH:11][CH:10]=3)[S:8][C:4]=2[CH:3]=1.[CH2:30]([C:39]1[CH:44]=[CH:43][C:42](B(O)O)=[CH:41][CH:40]=1)[CH2:31][CH2:32][CH2:33][CH2:34][CH2:35][CH2:36][CH2:37][CH3:38].C(=O)([O-])[O-].[Na+].[Na+]. Product: [CH2:16]([O:15][C:12]1[CH:13]=[CH:14][C:9]([C:7]2[S:8][C:4]3[CH:3]=[C:2]([C:42]4[CH:41]=[CH:40][C:39]([CH2:30][CH2:31][CH2:32][CH2:33][CH2:34][CH2:35][CH2:36][CH2:37][CH3:38])=[CH:44][CH:43]=4)[CH:29]=[CH:28][C:5]=3[N:6]=2)=[CH:10][CH:11]=1)[CH2:17][CH2:18][CH2:19][CH2:20][CH2:21][CH2:22][CH2:23][CH2:24][CH2:25][CH2:26][CH3:27]. The catalyst class is: 276. (4) Product: [NH2:30][C@@H:19]1[CH2:18][CH2:17][C@@H:16]([C:10]2[CH:11]=[CH:12][CH:13]=[C:14]([F:15])[C:9]=2[F:8])[CH2:22][N:21]([C:23]2[CH:24]=[CH:25][N:26]=[CH:27][CH:28]=2)[C:20]1=[O:29]. The catalyst class is: 4. Reactant: FC(F)(F)C(O)=O.[F:8][C:9]1[C:14]([F:15])=[CH:13][CH:12]=[CH:11][C:10]=1[C@H:16]1[CH2:22][N:21]([C:23]2[CH:28]=[CH:27][N:26]=[CH:25][CH:24]=2)[C:20](=[O:29])[C@H:19]([NH:30]C(=O)OC(C)(C)C)[CH2:18][CH2:17]1. (5) Reactant: C([N:20]1[CH:24]=[C:23]([C:25]2(O)[C:34]3[C:29](=[CH:30][CH:31]=[CH:32][CH:33]=3)[CH2:28][CH2:27][CH2:26]2)[N:22]=[CH:21]1)(C1C=CC=CC=1)(C1C=CC=CC=1)C1C=CC=CC=1.FC(F)(F)C(O)=O. Product: [C:25]1([C:23]2[N:22]=[CH:21][NH:20][CH:24]=2)[C:34]2[C:29](=[CH:30][CH:31]=[CH:32][CH:33]=2)[CH2:28][CH2:27][CH:26]=1. The catalyst class is: 6. (6) Reactant: Br[C:2]1[CH:24]=[N:23][C:5]2[N:6]([CH3:22])[C:7](=[O:21])[N:8]([CH2:11][CH2:12][CH2:13][O:14][CH:15]3[CH2:20][CH2:19][CH2:18][CH2:17][O:16]3)[C:9](=[O:10])[C:4]=2[C:3]=1C(C1C=CC(Cl)=CC=1)O.[CH3:34][C:35]1([CH3:51])[C:39]([CH3:41])([CH3:40])[O:38][B:37]([B:37]2[O:38][C:39]([CH3:41])([CH3:40])[C:35]([CH3:51])([CH3:34])[O:36]2)[O:36]1.CC(O[K])=O. Product: [CH3:22][N:6]1[C:5]2[N:23]=[CH:24][C:2]([B:37]3[O:38][C:39]([CH3:41])([CH3:40])[C:35]([CH3:51])([CH3:34])[O:36]3)=[CH:3][C:4]=2[C:9](=[O:10])[N:8]([CH2:11][CH2:12][CH2:13][O:14][CH:15]2[CH2:20][CH2:19][CH2:18][CH2:17][O:16]2)[C:7]1=[O:21]. The catalyst class is: 75. (7) Reactant: [NH2:1][CH:2]([C:7]1[CH:12]=[CH:11][CH:10]=[CH:9][C:8]=1[O:13][CH2:14][C:15]1[CH:20]=[CH:19][CH:18]=[C:17]([Cl:21])[CH:16]=1)[C:3]([O:5][CH3:6])=[O:4].CCN(C(C)C)C(C)C.[C:31](O)(=[O:33])[CH3:32].CCCP(=O)=O.C([O-])(O)=O.[Na+]. Product: [C:31]([NH:1][CH:2]([C:7]1[CH:12]=[CH:11][CH:10]=[CH:9][C:8]=1[O:13][CH2:14][C:15]1[CH:20]=[CH:19][CH:18]=[C:17]([Cl:21])[CH:16]=1)[C:3]([O:5][CH3:6])=[O:4])(=[O:33])[CH3:32]. The catalyst class is: 2. (8) Reactant: [C:1]1([C@H:7](O)[CH2:8][CH2:9][C:10]2[CH:15]=[CH:14][CH:13]=[CH:12][CH:11]=2)[CH:6]=[CH:5][CH:4]=[CH:3][CH:2]=1.C1(C([OH:32])CCC2C=CC=CC=2)C=CC=CC=1.CC(C)=O.OS(O)(=O)=O.O=[Cr](=O)=O. Product: [C:1]1([CH2:7][C:8](=[O:32])[CH2:9][C:10]2[CH:15]=[CH:14][CH:13]=[CH:12][CH:11]=2)[CH:6]=[CH:5][CH:4]=[CH:3][CH:2]=1. The catalyst class is: 21. (9) Reactant: [C:1](=O)([O-])[O-].[Cs+].[Cs+].[F:7][C:8]1[CH:13]=[CH:12][C:11]([S:14][C:15]2[C:16]([CH3:32])=[N:17][N:18]([CH2:22][CH2:23][NH:24][C:25](=[O:31])[O:26][C:27]([CH3:30])([CH3:29])[CH3:28])[C:19]=2[CH2:20][OH:21])=[CH:10][CH:9]=1.CI.Cl. Product: [F:7][C:8]1[CH:13]=[CH:12][C:11]([S:14][C:15]2[C:16]([CH3:32])=[N:17][N:18]([CH2:22][CH2:23][NH:24][C:25](=[O:31])[O:26][C:27]([CH3:28])([CH3:29])[CH3:30])[C:19]=2[CH2:20][O:21][CH3:1])=[CH:10][CH:9]=1. The catalyst class is: 248. (10) Reactant: [H-].[Na+].[CH3:3][C:4]1[C:13]([CH3:14])=[C:12](O)[C:11]2[C:6](=[C:7]([F:20])[CH:8]=[C:9]([C:16]([CH3:19])([CH3:18])[CH3:17])[CH:10]=2)[N:5]=1.Cl[C:22]([O:24][CH2:25][CH2:26][CH3:27])=[O:23]. Product: [CH3:3][C:4]1[C:13]([CH3:14])=[C:12]([C:22]([O:24][CH2:25][CH2:26][CH3:27])=[O:23])[C:11]2[C:6](=[C:7]([F:20])[CH:8]=[C:9]([C:16]([CH3:19])([CH3:18])[CH3:17])[CH:10]=2)[N:5]=1. The catalyst class is: 7.